From a dataset of Forward reaction prediction with 1.9M reactions from USPTO patents (1976-2016). Predict the product of the given reaction. Given the reactants Cl[C:2]1[C:7]([N+:8]([O-:10])=[O:9])=[CH:6][C:5]([N+:11]([O-:13])=[O:12])=[CH:4][C:3]=1[C:14]([F:17])([F:16])[F:15].NCC[N:21]1[CH2:26][CH2:25][O:24][CH2:23][CH2:22]1.[CH2:27]([N:29](CC)CC)[CH3:28].O, predict the reaction product. The product is: [CH2:27]([N:29]([N:21]1[CH2:22][CH2:23][O:24][CH2:25][CH2:26]1)[C:2]1[C:3]([C:14]([F:17])([F:16])[F:15])=[CH:4][C:5]([N+:11]([O-:13])=[O:12])=[CH:6][C:7]=1[N+:8]([O-:10])=[O:9])[CH3:28].